Dataset: Full USPTO retrosynthesis dataset with 1.9M reactions from patents (1976-2016). Task: Predict the reactants needed to synthesize the given product. Given the product [CH3:1][O:2][C:3]([C:4]1[CH:9]=[CH:8][C:7]2[N:10]([CH2:11][CH3:12])[C:26]([NH:15][C:16]3[S:17][C:18]4[CH:24]=[C:23]([Cl:25])[CH:22]=[CH:21][C:19]=4[N:20]=3)=[N:13][C:6]=2[CH:5]=1)=[O:14], predict the reactants needed to synthesize it. The reactants are: [CH3:1][O:2][C:3](=[O:14])[C:4]1[CH:9]=[CH:8][C:7]([NH:10][CH2:11][CH3:12])=[C:6]([NH2:13])[CH:5]=1.[NH2:15][C:16]1[S:17][C:18]2[CH:24]=[C:23]([Cl:25])[CH:22]=[CH:21][C:19]=2[N:20]=1.[C:26](N1C=CN=C1)(N1C=CN=C1)=S.C(Cl)CCl.